Task: Predict the reactants needed to synthesize the given product.. Dataset: Full USPTO retrosynthesis dataset with 1.9M reactions from patents (1976-2016) (1) Given the product [ClH:20].[CH2:1]([O:3][C:4]([C:6]1[CH:7]=[N:8][N:9]([C:12](=[NH:11])[NH2:13])[CH:10]=1)=[O:5])[CH3:2], predict the reactants needed to synthesize it. The reactants are: [CH2:1]([O:3][C:4]([C:6]1[CH:7]=[N:8][NH:9][CH:10]=1)=[O:5])[CH3:2].[N:11]#[C:12][NH2:13].O1CCOCC1.[ClH:20]. (2) The reactants are: [NH2:1][C@@:2]([CH3:14])([CH2:5][CH2:6][C:7]1[CH:12]=[CH:11][CH:10]=[CH:9][C:8]=1[Cl:13])[CH2:3][OH:4].C([O-])([O-])=O.[K+].[K+].[N:21]#[C:22]Br.O. Given the product [Cl:13][C:8]1[CH:9]=[CH:10][CH:11]=[CH:12][C:7]=1[CH2:6][CH2:5][C@@:2]1([CH3:14])[CH2:3][O:4][C:22]([NH2:21])=[N:1]1, predict the reactants needed to synthesize it. (3) Given the product [NH2:13][C:10]1[CH:9]=[CH:8][C:7]([C:5]([CH:4]2[CH2:3][CH2:2]2)=[O:6])=[CH:12][CH:11]=1, predict the reactants needed to synthesize it. The reactants are: Cl[CH2:2][CH2:3][CH2:4][C:5]([C:7]1[CH:12]=[CH:11][C:10]([NH:13]C(=O)C)=[CH:9][CH:8]=1)=[O:6].[OH-].[Na+]. (4) Given the product [CH3:41][O:42][C:43](=[O:46])[CH2:44][NH:45][C:22]([C:5]1[N:4]=[C:3]([C:1]#[N:2])[C:12]2[C:7]([C:6]=1[O:20][CH3:21])=[CH:8][CH:9]=[CH:10][C:11]=2[O:13][C:14]1[CH:19]=[CH:18][CH:17]=[CH:16][CH:15]=1)=[O:24], predict the reactants needed to synthesize it. The reactants are: [C:1]([C:3]1[C:12]2[C:7](=[CH:8][CH:9]=[CH:10][C:11]=2[O:13][C:14]2[CH:19]=[CH:18][CH:17]=[CH:16][CH:15]=2)[C:6]([O:20][CH3:21])=[C:5]([C:22]([OH:24])=O)[N:4]=1)#[N:2].C(N(CC)CC)C.C(OC(Cl)=O)C(C)C.Cl.[CH3:41][O:42][C:43](=[O:46])[CH2:44][NH2:45]. (5) Given the product [Cl:7][C:8]1[CH:9]=[CH:10][C:11]([CH:14]2[CH:18]([C:19]3[CH:24]=[CH:23][C:22]([Cl:25])=[CH:21][CH:20]=3)[N:17]([C:26]([N:28]3[CH2:33][CH2:32][N:31]([CH2:5][CH2:2][C:3]#[N:4])[CH2:30][CH2:29]3)=[O:27])[C:16]([C:34]3[CH:39]=[CH:38][C:37]([C:40]([F:41])([F:43])[F:42])=[CH:36][C:35]=3[O:44][CH2:45][CH3:46])=[N:15]2)=[CH:12][CH:13]=1, predict the reactants needed to synthesize it. The reactants are: Br[CH:2]([CH3:5])[C:3]#[N:4].Cl.[Cl:7][C:8]1[CH:13]=[CH:12][C:11]([CH:14]2[CH:18]([C:19]3[CH:24]=[CH:23][C:22]([Cl:25])=[CH:21][CH:20]=3)[N:17]([C:26]([N:28]3[CH2:33][CH2:32][NH:31][CH2:30][CH2:29]3)=[O:27])[C:16]([C:34]3[CH:39]=[CH:38][C:37]([C:40]([F:43])([F:42])[F:41])=[CH:36][C:35]=3[O:44][CH2:45][CH3:46])=[N:15]2)=[CH:10][CH:9]=1.C(N(C(C)C)CC)(C)C. (6) Given the product [Cl:1][C:2]1[CH:7]=[CH:6][CH:5]=[CH:4][C:3]=1[S:8]([C@H:11]1[CH2:15][N:14]([C:35]([C:32]2([N:29]3[CH2:30][CH2:31][CH:26]([CH3:25])[CH2:27][CH2:28]3)[CH2:33][CH2:34]2)=[O:36])[C@H:13]([C:16]([NH:18][C:19]2([C:22]#[N:23])[CH2:21][CH2:20]2)=[O:17])[CH2:12]1)(=[O:10])=[O:9], predict the reactants needed to synthesize it. The reactants are: [Cl:1][C:2]1[CH:7]=[CH:6][CH:5]=[CH:4][C:3]=1[S:8]([C@H:11]1[CH2:15][NH:14][C@H:13]([C:16]([NH:18][C:19]2([C:22]#[N:23])[CH2:21][CH2:20]2)=[O:17])[CH2:12]1)(=[O:10])=[O:9].Cl.[CH3:25][CH:26]1[CH2:31][CH2:30][N:29]([C:32]2([C:35](O)=[O:36])[CH2:34][CH2:33]2)[CH2:28][CH2:27]1. (7) Given the product [Cl:25][C:19]1[CH:20]=[C:21]([CH:23]=[O:27])[CH:22]=[C:2]([Cl:1])[C:3]=1[C:4]([NH:6][C:7]1[CH:12]=[CH:11][N:10]=[C:9]([NH:13][C:14]([CH:16]2[CH2:17][CH2:18]2)=[O:15])[CH:8]=1)=[O:5], predict the reactants needed to synthesize it. The reactants are: [Cl:1][C:2]1[CH:22]=[C:21]([CH:23]=C)[CH:20]=[C:19]([Cl:25])[C:3]=1[C:4]([NH:6][C:7]1[CH:12]=[CH:11][N:10]=[C:9]([NH:13][C:14]([CH:16]2[CH2:18][CH2:17]2)=[O:15])[CH:8]=1)=[O:5].C[OH:27]. (8) The reactants are: [F:1][C:2]1[CH:7]=[CH:6][C:5]([C@@:8]([NH:30][S@@:31]([C:33]([CH3:36])([CH3:35])[CH3:34])=[O:32])([C:16]2[CH:21]=[C:20]([O:22][C:23]([F:28])([F:27])[CH:24]([F:26])[F:25])[CH:19]=[C:18]([F:29])[CH:17]=2)CC2C=CC=CC=2)=[CH:4][C:3]=1[O:37][CH3:38].F[C:40]1[CH:45]=[CH:44][C:43]([C@@:46](N[S@](C(C)(C)C)=O)(C2[CH:59]=[C:58]([O:60]C(F)(F)C(F)F)[CH:57]=C(F)C=2)CC2C=CC=CC=2)=[CH:42][C:41]=1OC. Given the product [F:1][C:2]1[CH:7]=[CH:6][C:5]([C:8]([C:16]2[CH:21]=[C:20]([O:22][C:23]([F:28])([F:27])[CH:24]([F:26])[F:25])[CH:19]=[C:18]([F:29])[CH:17]=2)=[N:30][S@@:31]([C:33]([CH3:34])([CH3:35])[CH3:36])=[O:32])=[CH:4][C:3]=1[O:37][CH3:38].[CH3:44][CH2:45][CH2:40][CH2:41][CH2:42][CH2:43][CH3:46].[CH3:57][CH:58]([OH:60])[CH3:59], predict the reactants needed to synthesize it. (9) The reactants are: [CH2:1]([O:3][C:4]([C@@H:6]1[CH2:10][C:9](=[O:11])[CH2:8][C@H:7]1[C:12](=[O:19])[NH:13][C:14]1([C:17]#[N:18])[CH2:16][CH2:15]1)=[O:5])[CH3:2].[BH4-].[Na+]. Given the product [CH2:1]([O:3][C:4]([C@@H:6]1[CH2:10][CH:9]([OH:11])[CH2:8][C@H:7]1[C:12](=[O:19])[NH:13][C:14]1([C:17]#[N:18])[CH2:16][CH2:15]1)=[O:5])[CH3:2], predict the reactants needed to synthesize it.